Predict the reaction yield, written as a fraction of the theoretical maximum amount of product (1.0 means a 100% yield; for example, 0.34 means a 34% yield). From a dataset of Reaction yield outcomes from USPTO patents with 853,638 reactions. (1) The reactants are [C:1]([NH:4][C:5]1[CH:14]=[CH:13][C:12]2[C:7](=[CH:8][CH:9]=[C:10]([CH3:15])[CH:11]=2)[N:6]=1)(=[O:3])[CH3:2].[Br:16]N1C(=O)CCC1=O. The catalyst is C1C=CC=CC=1.C(OOC(=O)C1C=CC=CC=1)(=O)C1C=CC=CC=1. The product is [C:1]([NH:4][C:5]1[CH:14]=[CH:13][C:12]2[C:7](=[CH:8][CH:9]=[C:10]([CH2:15][Br:16])[CH:11]=2)[N:6]=1)(=[O:3])[CH3:2]. The yield is 0.630. (2) The reactants are [CH:1]([C:3]1[CH:20]=[CH:19][C:6]2/[C:7](=[CH:16]/[C:17]#[N:18])/[C:8]3[CH:15]=[CH:14][CH:13]=[CH:12][C:9]=3[CH2:10][CH2:11][C:5]=2[CH:4]=1)=[O:2].[CH2:21]([Mg]Br)[CH2:22][CH3:23]. No catalyst specified. The product is [OH:2][CH:1]([C:3]1[CH:20]=[CH:19][C:6]2/[C:7](=[CH:16]/[C:17]#[N:18])/[C:8]3[CH:15]=[CH:14][CH:13]=[CH:12][C:9]=3[CH2:10][CH2:11][C:5]=2[CH:4]=1)[CH2:21][CH2:22][CH3:23]. The yield is 0.640. (3) The reactants are [F:1][C:2]1[CH:7]=[CH:6][C:5]([C:8]2[C:9]([N:14]3[CH2:19][CH2:18][NH:17][CH2:16][CH2:15]3)=[N:10][CH:11]=[CH:12][N:13]=2)=[CH:4][CH:3]=1.[CH3:20][N:21]1[CH:25]=[C:24]([N:26]2[CH:30]=[C:29]([CH:31]=O)[CH:28]=[N:27]2)[N:23]=[CH:22]1.C(O[BH-](OC(=O)C)OC(=O)C)(=O)C.[Na+].C(O)(=O)C.[Cl:51]CCCl. No catalyst specified. The product is [ClH:51].[F:1][C:2]1[CH:7]=[CH:6][C:5]([C:8]2[C:9]([N:14]3[CH2:15][CH2:16][N:17]([CH2:31][C:29]4[CH:28]=[N:27][N:26]([C:24]5[N:23]=[CH:22][N:21]([CH3:20])[CH:25]=5)[CH:30]=4)[CH2:18][CH2:19]3)=[N:10][CH:11]=[CH:12][N:13]=2)=[CH:4][CH:3]=1. The yield is 0.710. (4) The reactants are [Li+].C[Si]([N-][Si](C)(C)C)(C)C.[CH3:11][CH2:12][O:13][C:14]([CH3:16])=[O:15].[OH:17][CH:18]1[CH2:23][CH2:22][N:21]([C:24]([O:26][C:27]([CH3:30])([CH3:29])[CH3:28])=[O:25])[CH2:20][CH2:19]1. The catalyst is C1COCC1.O. The product is [CH2:12]([O:13][C:14](=[O:15])[CH2:16][C:18]1([OH:17])[CH2:19][CH2:20][N:21]([C:24]([O:26][C:27]([CH3:29])([CH3:28])[CH3:30])=[O:25])[CH2:22][CH2:23]1)[CH3:11]. The yield is 0.830. (5) The reactants are [Cl:1][C:2]1[N:3]=[C:4]2[C:9](=[CH:10][CH:11]=1)[N:8]=[CH:7][C:6]([C:12](=[O:14])[CH3:13])=[C:5]2[NH:15][C@H:16]1[CH2:21][CH2:20][C@H:19]([CH2:22][N:23]([CH3:25])[CH3:24])[CH2:18][CH2:17]1.CC1(C)C(C)(C)OB([C:34]2[CH:35]=[C:36]3[CH:42]=[CH:41][NH:40][C:37]3=[N:38][CH:39]=2)O1. No catalyst specified. The product is [ClH:1].[ClH:1].[ClH:1].[CH3:24][N:23]([CH2:22][C@H:19]1[CH2:20][CH2:21][C@H:16]([NH:15][C:5]2[C:4]3[C:9](=[CH:10][CH:11]=[C:2]([C:34]4[CH:35]=[C:36]5[CH:42]=[CH:41][NH:40][C:37]5=[N:38][CH:39]=4)[N:3]=3)[N:8]=[CH:7][C:6]=2[C:12](=[O:14])[CH3:13])[CH2:17][CH2:18]1)[CH3:25]. The yield is 0.0900. (6) The reactants are [CH3:1][C:2](N(C)C)=[O:3].P(Cl)(Cl)(Cl)=O.[CH2:12]([C:19]1[NH:20][C:21]2[C:26]([CH:27]=1)=[CH:25][CH:24]=[CH:23][CH:22]=2)[C:13]1[CH:18]=[CH:17][CH:16]=[CH:15][CH:14]=1.[OH-].[Na+]. No catalyst specified. The product is [C:2]([C:27]1[C:26]2[C:21](=[CH:22][CH:23]=[CH:24][CH:25]=2)[NH:20][C:19]=1[CH2:12][C:13]1[CH:18]=[CH:17][CH:16]=[CH:15][CH:14]=1)(=[O:3])[CH3:1]. The yield is 0.520. (7) The reactants are C[O:2][C:3]([C:5]1[CH:6]=[CH:7][CH:8]=[C:9]2[C:14]=1[N:13]=[CH:12][N:11]=[C:10]2[NH:15][CH2:16][C:17]1[CH:22]=[CH:21][CH:20]=[C:19]([NH:23][C:24]([C:26]2[CH:31]=[CH:30][N:29]=[C:28]([Cl:32])[CH:27]=2)=[O:25])[CH:18]=1)=O.C1COCC1.CC(O)C.[OH-].[NH4+:43]. The catalyst is O. The product is [Cl:32][C:28]1[CH:27]=[C:26]([C:24]([NH:23][C:19]2[CH:18]=[C:17]([CH:22]=[CH:21][CH:20]=2)[CH2:16][NH:15][C:10]2[C:9]3[C:14](=[C:5]([C:3]([NH2:43])=[O:2])[CH:6]=[CH:7][CH:8]=3)[N:13]=[CH:12][N:11]=2)=[O:25])[CH:31]=[CH:30][N:29]=1. The yield is 0.550.